From a dataset of Full USPTO retrosynthesis dataset with 1.9M reactions from patents (1976-2016). Predict the reactants needed to synthesize the given product. Given the product [CH3:1][O:2][C:3](=[O:20])[CH:4]([NH:5][C:6]([O:8][C:9]([CH3:12])([CH3:10])[CH3:11])=[O:7])[C:13]1[CH:18]=[CH:17][CH:16]=[C:15]([NH:19][CH:21]2[CH2:26][CH2:25][CH2:24][CH2:23][CH2:22]2)[CH:14]=1, predict the reactants needed to synthesize it. The reactants are: [CH3:1][O:2][C:3](=[O:20])[CH:4]([C:13]1[CH:18]=[CH:17][CH:16]=[C:15]([NH2:19])[CH:14]=1)[NH:5][C:6]([O:8][C:9]([CH3:12])([CH3:11])[CH3:10])=[O:7].[C:21]1(=O)[CH2:26][CH2:25][CH2:24][CH2:23][CH2:22]1.[BH3-]C#N.[Na+].